From a dataset of CYP2C9 inhibition data for predicting drug metabolism from PubChem BioAssay. Regression/Classification. Given a drug SMILES string, predict its absorption, distribution, metabolism, or excretion properties. Task type varies by dataset: regression for continuous measurements (e.g., permeability, clearance, half-life) or binary classification for categorical outcomes (e.g., BBB penetration, CYP inhibition). Dataset: cyp2c9_veith. The compound is CCOc1ccc2nc(NC(=O)c3ccc(S(=O)(=O)N4CCOCC4)cc3)sc2c1. The result is 1 (inhibitor).